Dataset: Full USPTO retrosynthesis dataset with 1.9M reactions from patents (1976-2016). Task: Predict the reactants needed to synthesize the given product. (1) Given the product [Br:34][C:35]1[CH:36]=[CH:37][C:38]2[N:39]([C:2]3[CH:7]=[C:6]([N:8]4[C:20]5[CH:19]=[CH:18][CH:17]=[CH:16][C:15]=5[C:14]5[C:9]4=[CH:10][CH:11]=[CH:12][CH:13]=5)[CH:5]=[C:4]([N:21]4[C:22]5[CH:23]=[CH:24][CH:25]=[CH:26][C:27]=5[C:28]5[C:33]4=[CH:32][CH:31]=[CH:30][CH:29]=5)[CH:3]=3)[C:40]3[C:45]([C:46]=2[CH:47]=1)=[CH:44][CH:43]=[CH:42][CH:41]=3, predict the reactants needed to synthesize it. The reactants are: Br[C:2]1[CH:3]=[C:4]([N:21]2[C:33]3[CH:32]=[CH:31][CH:30]=[CH:29][C:28]=3[C:27]3[C:22]2=[CH:23][CH:24]=[CH:25][CH:26]=3)[CH:5]=[C:6]([N:8]2[C:20]3[CH:19]=[CH:18][CH:17]=[CH:16][C:15]=3[C:14]3[C:9]2=[CH:10][CH:11]=[CH:12][CH:13]=3)[CH:7]=1.[Br:34][C:35]1[CH:36]=[CH:37][C:38]2[NH:39][C:40]3[C:45]([C:46]=2[CH:47]=1)=[CH:44][CH:43]=[CH:42][CH:41]=3.C(=O)([O-])[O-].[K+].[K+].C1OCCOC2C(=CC=CC=2)OCCOCCOC2C(=CC=CC=2)OC1. (2) Given the product [CH2:25]([O:27][C:28](=[O:49])[CH2:29][O:30][C:31]1[CH:36]=[C:35]([CH3:37])[C:34]([S:38][C:39]2[CH:44]=[CH:43][C:42]([CH2:45][OH:46])=[CH:41][C:40]=2[Cl:47])=[CH:33][C:32]=1[CH3:48])[CH3:26], predict the reactants needed to synthesize it. The reactants are: C(OC(=O)COC1C=CC(SC2C=CC(CO)=CC=2Cl)=CC=1C)C.[CH2:25]([O:27][C:28](=[O:49])[CH2:29][O:30][C:31]1[CH:36]=[C:35]([CH3:37])[C:34]([S:38][C:39]2[CH:44]=[CH:43][C:42]([CH:45]=[O:46])=[CH:41][C:40]=2[Cl:47])=[CH:33][C:32]=1[CH3:48])[CH3:26]. (3) Given the product [NH3:6].[CH:26]([N:29]1[CH2:34][CH2:33][N:32]([C:3]([C:4]2[CH:5]=[N:6][C:7]([CH2:10][N:11]3[CH2:12][CH2:13][CH2:14][CH2:15][CH2:16]3)=[CH:8][CH:9]=2)=[O:17])[CH2:31][CH2:30]1)([CH3:28])[CH3:27], predict the reactants needed to synthesize it. The reactants are: CO[C:3](=[O:17])[C:4]1[CH:9]=[CH:8][C:7]([CH2:10][N:11]2[CH2:16][CH2:15][CH2:14][CH2:13][CH2:12]2)=[N:6][CH:5]=1.[Mg+2].[Br-].[Br-].O(CC)CC.[CH:26]([N:29]1[CH2:34][CH2:33][NH:32][CH2:31][CH2:30]1)([CH3:28])[CH3:27]. (4) Given the product [Br:1][C:2]1[CH:3]=[C:4]([CH2:8][CH2:9][C:10]([NH2:14])=[O:12])[CH:5]=[CH:6][CH:7]=1, predict the reactants needed to synthesize it. The reactants are: [Br:1][C:2]1[CH:3]=[C:4]([CH2:8][CH2:9][C:10]([OH:12])=O)[CH:5]=[CH:6][CH:7]=1.O[N:14]1C(=O)CCC1=O.C1(N=C=NC2CCCCC2)CCCCC1. (5) Given the product [C:19]([O:22][C@@H:23]1[C@H:27]([CH2:28][CH2:29][CH2:30][CH2:31][CH2:32][CH2:33][C:34]([O:36][CH3:37])=[O:35])[C@@H:26](/[CH:38]=[CH:4]/[C:3](=[O:11])[C:2]([F:1])([F:16])[CH2:12][CH2:13][CH2:14][CH3:15])[C@H:25]([O:40][CH:41]2[CH2:46][CH2:45][CH2:44][CH2:43][O:42]2)[CH2:24]1)(=[O:21])[CH3:20], predict the reactants needed to synthesize it. The reactants are: [F:1][C:2]([F:16])([CH2:12][CH2:13][CH2:14][CH3:15])[C:3](=[O:11])[CH2:4]P(=O)(OC)OC.[OH-].[K+].[C:19]([O:22][C@@H:23]1[C@H:27]([CH2:28][CH2:29][CH2:30][CH2:31][CH2:32][CH2:33][C:34]([O:36][CH3:37])=[O:35])[C@@H:26]([CH:38]=O)[C@H:25]([O:40][CH:41]2[CH2:46][CH2:45][CH2:44][CH2:43][O:42]2)[CH2:24]1)(=[O:21])[CH3:20].O. (6) Given the product [CH3:26][C:16]1[CH:21]=[CH:20][C:19]([S:22]([O:14][CH2:13][CH:10]2[O:9][C:8]3[CH:15]=[C:4]([N+:1]([O-:3])=[O:2])[CH:5]=[CH:6][C:7]=3[O:12][CH2:11]2)(=[O:24])=[O:23])=[CH:18][CH:17]=1, predict the reactants needed to synthesize it. The reactants are: [N+:1]([C:4]1[CH:5]=[CH:6][C:7]2[O:12][CH2:11][CH:10]([CH2:13][OH:14])[O:9][C:8]=2[CH:15]=1)([O-:3])=[O:2].[C:16]1([CH3:26])[CH:21]=[CH:20][C:19]([S:22](Cl)(=[O:24])=[O:23])=[CH:18][CH:17]=1.